This data is from Full USPTO retrosynthesis dataset with 1.9M reactions from patents (1976-2016). The task is: Predict the reactants needed to synthesize the given product. (1) Given the product [CH3:34][N:35]([CH3:39])[C:36](=[O:37])[O:20][C:13]1[C:14]2[CH:19]=[CH:18][CH:17]=[N:16][C:15]=2[N:10]([CH2:9][CH:8]([F:7])[F:33])[S:11](=[O:31])(=[O:32])[C:12]=1[C:21]1[CH:26]=[CH:25][CH:24]=[CH:23][C:22]=1[C:27]([F:30])([F:29])[F:28], predict the reactants needed to synthesize it. The reactants are: N1C=CC=CC=1.[F:7][CH:8]([F:33])[CH2:9][N:10]1[C:15]2[N:16]=[CH:17][CH:18]=[CH:19][C:14]=2[C:13]([OH:20])=[C:12]([C:21]2[CH:26]=[CH:25][CH:24]=[CH:23][C:22]=2[C:27]([F:30])([F:29])[F:28])[S:11]1(=[O:32])=[O:31].[CH3:34][N:35]([CH3:39])[C:36](Cl)=[O:37]. (2) Given the product [Cl:7][C:8]1[N:9]=[C:10]([C:16]([O:18][CH2:19][CH3:20])=[O:23])[C:11]([CH3:15])=[C:12]([Cl:14])[N:13]=1, predict the reactants needed to synthesize it. The reactants are: I([O-])(=O)(=O)=O.[Na+].[Cl:7][C:8]1[N:13]=[C:12]([Cl:14])[C:11]([CH3:15])=[C:10]([C:16]([O:18][CH2:19][CH3:20])=C)[N:9]=1.[K].[Mn]([O-])(=O)(=O)=[O:23]. (3) Given the product [C:11](/[C:13](=[CH:24]\[C:25]1[CH:26]=[CH:27][C:28]([F:31])=[CH:29][CH:30]=1)/[C:14]([NH:10][CH2:9][CH2:8][CH2:7][N:4]1[CH2:5][CH2:6][O:1][CH2:2][CH2:3]1)=[O:15])#[N:12], predict the reactants needed to synthesize it. The reactants are: [O:1]1[CH2:6][CH2:5][N:4]([CH2:7][CH2:8][CH2:9][NH2:10])[CH2:3][CH2:2]1.[C:11](/[C:13](=[CH:24]\[C:25]1[CH:30]=[CH:29][C:28]([F:31])=[CH:27][CH:26]=1)/[C:14](ON1C(=O)CCC1=O)=[O:15])#[N:12]. (4) Given the product [O:31]=[C:27]1[NH:28][C:29](=[O:30])[C:24](=[C:2]2[C:10]3[N:9]=[C:8]4[CH:11]=[CH:12][CH:13]=[CH:14][C:7]4=[N:6][C:5]=3[C:4](=[C:15]3[C:16](=[O:23])[NH:17][C:18](=[O:22])[NH:19][C:20]3=[O:21])[NH:3]2)[C:25](=[O:32])[NH:26]1, predict the reactants needed to synthesize it. The reactants are: N[C:2]1([CH:24]2[C:29](=[O:30])[NH:28][C:27](=[O:31])[NH:26][C:25]2=[O:32])[C:10]2[N:9]=[C:8]3[CH:11]=[CH:12][CH:13]=[CH:14][C:7]3=[N:6][C:5]=2[C:4](=[C:15]2[C:20](=[O:21])[NH:19][C:18](=[O:22])[NH:17][C:16]2=[O:23])[NH:3]1.O. (5) Given the product [C:1]([N:5]([CH2:13][CH2:14][S:15][CH2:16][C:17]#[C:18][C:19]1[S:20][CH:21]=[CH:22][CH:23]=1)[C:6](=[O:12])[C:7]([OH:9])=[O:8])([CH3:4])([CH3:2])[CH3:3], predict the reactants needed to synthesize it. The reactants are: [C:1]([N:5]([CH2:13][CH2:14][S:15][CH2:16][C:17]#[C:18][C:19]1[S:20][CH:21]=[CH:22][CH:23]=1)[C:6](=[O:12])[C:7]([O:9]CC)=[O:8])([CH3:4])([CH3:3])[CH3:2].[OH-].[K+].Cl. (6) Given the product [CH3:19][C:14]1([CH3:20])[C:15]([CH3:18])([CH3:17])[O:16][B:12]([C:2]2[CH:7]=[CH:6][CH:5]=[CH:4][C:3]=2[S:8]([CH3:11])(=[O:10])=[O:9])[O:13]1, predict the reactants needed to synthesize it. The reactants are: Br[C:2]1[CH:7]=[CH:6][CH:5]=[CH:4][C:3]=1[S:8]([CH3:11])(=[O:10])=[O:9].[B:12]1([B:12]2[O:16][C:15]([CH3:18])([CH3:17])[C:14]([CH3:20])([CH3:19])[O:13]2)[O:16][C:15]([CH3:18])([CH3:17])[C:14]([CH3:20])([CH3:19])[O:13]1.C([O-])(=O)C.[K+].